This data is from Catalyst prediction with 721,799 reactions and 888 catalyst types from USPTO. The task is: Predict which catalyst facilitates the given reaction. (1) Reactant: [CH2:1]([O:8][C:9]1[CH:14]=[CH:13][CH:12]=[CH:11][C:10]=1[C:15]1[NH:16][C:17](=O)[C:18](=[C:21]([S:23][CH3:24])[CH:22]=1)[C:19]#[N:20])[C:2]1[CH:7]=[CH:6][CH:5]=[CH:4][CH:3]=1.BrCC([NH2:30])=O.C(=O)([O-])[O-].[K+].[K+].CN(C=O)C. Product: [NH2:30][C:17]1[N:16]=[C:15]([C:10]2[CH:11]=[CH:12][CH:13]=[CH:14][C:9]=2[O:8][CH2:1][C:2]2[CH:7]=[CH:6][CH:5]=[CH:4][CH:3]=2)[CH:22]=[C:21]([S:23][CH3:24])[C:18]=1[C:19]#[N:20]. The catalyst class is: 6. (2) Product: [Cl:23][C:9]1[O:10][C:11]([CH2:12][CH2:13][CH2:14][C:15]([O:17][CH2:18][CH3:19])=[O:16])=[C:7]([C:5]2[S:6][C:2]([Cl:1])=[CH:3][CH:4]=2)[N:8]=1. Reactant: [Cl:1][C:2]1[S:6][C:5]([C:7]2[NH:8][C:9](=O)[O:10][C:11]=2[CH2:12][CH2:13][CH2:14][C:15]([O:17][CH2:18][CH3:19])=[O:16])=[CH:4][CH:3]=1.P(Cl)(Cl)([Cl:23])=O. The catalyst class is: 17. (3) Reactant: [Cl:1][C:2]1[CH:7]=[CH:6][C:5]([C:8]2[N:12]([C:13]3[CH:18]=[CH:17][CH:16]=[CH:15][C:14]=3[OH:19])[N:11]=[C:10]([O:20][CH:21]3[CH2:26][CH2:25][N:24]([S:27]([CH3:30])(=[O:29])=[O:28])[CH2:23][CH2:22]3)[CH:9]=2)=[CH:4][CH:3]=1.[C:31](OC(O[C:31]([CH3:34])([CH3:33])[CH3:32])N(C)C)([CH3:34])([CH3:33])[CH3:32]. Product: [C:31]([O:19][C:14]1[CH:15]=[CH:16][CH:17]=[CH:18][C:13]=1[N:12]1[C:8]([C:5]2[CH:4]=[CH:3][C:2]([Cl:1])=[CH:7][CH:6]=2)=[CH:9][C:10]([O:20][CH:21]2[CH2:26][CH2:25][N:24]([S:27]([CH3:30])(=[O:29])=[O:28])[CH2:23][CH2:22]2)=[N:11]1)([CH3:34])([CH3:33])[CH3:32]. The catalyst class is: 260. (4) Reactant: C[Si](C)(C)[N-][Si](C)(C)C.[K+].C1(C)C=CC=CC=1.[CH3:18][O:19][C:20]([CH:22]1[CH:26]([C@@H:27]([CH3:30])[CH2:28]I)[CH2:25][N:24]([C:31]([O:33][CH2:34][C:35]2[CH:40]=[CH:39][CH:38]=[CH:37][CH:36]=2)=[O:32])[CH2:23]1)=[O:21].[Cl-].[NH4+]. Product: [CH3:18][O:19][C:20]([C@@:22]12[CH2:28][CH:27]([CH3:30])[CH:26]1[CH2:25][N:24]([C:31]([O:33][CH2:34][C:35]1[CH:40]=[CH:39][CH:38]=[CH:37][CH:36]=1)=[O:32])[CH2:23]2)=[O:21]. The catalyst class is: 7. (5) Product: [Br:1][C:2]1[CH:3]=[C:4]2[C:15]3([CH2:19][S:18][C:17]([N:20]([CH2:29][O:30][CH2:31][CH2:32][Si:33]([CH3:36])([CH3:35])[CH3:34])[CH2:21][O:22][CH2:23][CH2:24][Si:25]([CH3:28])([CH3:27])[CH3:26])=[N:16]3)[C:14]3[C:9](=[CH:10][CH:11]=[C:12]([C:40]4[CH:39]=[N:38][CH:43]=[CH:42][CH:41]=4)[CH:13]=3)[O:8][C:5]2=[N:6][CH:7]=1. The catalyst class is: 73. Reactant: [Br:1][C:2]1[CH:3]=[C:4]2[C:15]3([CH2:19][S:18][C:17]([N:20]([CH2:29][O:30][CH2:31][CH2:32][Si:33]([CH3:36])([CH3:35])[CH3:34])[CH2:21][O:22][CH2:23][CH2:24][Si:25]([CH3:28])([CH3:27])[CH3:26])=[N:16]3)[C:14]3[C:9](=[CH:10][CH:11]=[C:12](I)[CH:13]=3)[O:8][C:5]2=[N:6][CH:7]=1.[N:38]1[CH:43]=[CH:42][CH:41]=[C:40](B(O)O)[CH:39]=1.C(=O)([O-])[O-].[K+].[K+].